Dataset: Experimentally validated miRNA-target interactions with 360,000+ pairs, plus equal number of negative samples. Task: Binary Classification. Given a miRNA mature sequence and a target amino acid sequence, predict their likelihood of interaction. (1) The miRNA is hsa-miR-4646-3p with sequence AUUGUCCCUCUCCCUUCCCAG. The protein sequence of the target gene is MSRSNRQKEYKCGDLVFAKMKGYPHWPARIDEMPEAAVKSTANKYQVFFFGTHETAFLGPKDLFPYEESKEKFGKPNKRKGFSEGLWEIENNPTVKASGYQSSQKKSCVEEPEPEPEAAEGDGDKKGNAEGSSDEEGKLVIDEPAKEKNEKGALKRRAGDLLEDSPKRPKEAENPEGEEKEAATLEVERPLPMEVEKNSTPSEPGSGRGPPQEEEEEEDEEEEATKEDAEAPGIRDHESL. Result: 1 (interaction). (2) The miRNA is hsa-miR-21-5p with sequence UAGCUUAUCAGACUGAUGUUGA. The protein sequence of the target gene is MRSRGSDTEGSAQKKFPRHTKGHSFQGPKNMKHRQQDKDSPSESDVILPCPKAEKPHSGNGHQAEDLSRDDLLFLLSILEGELQARDEVIGILKAEKMDLALLEAQYGFVTPKKVLEALQRDAFQAKSTPWQEDIYEKPMNELDKVVEKHKESYRRILGQLLVAEKSRRQTILELEEEKRKHKEYMEKSDEFICLLEQECERLKKLIDQEIKSQEEKEQEKEKRVTTLKEELTKLKSFALMVVDEQQRLTAQLTLQRQKIQELTTNAKETHTKLALAEARVQEEEQKATRLEKELQTQTT.... Result: 1 (interaction). (3) The miRNA is hsa-miR-382-5p with sequence GAAGUUGUUCGUGGUGGAUUCG. The protein sequence of the target gene is MAAPVVTAPGRALLRAGAGRLLRGGVQELLRPRHEGNAPDLACNFSLSQNRGTVIVERWWKVPLAGEGRKPRLHRRHRVYKLVEDTKHRPKENLELILTQSVENVGVRGDLVSVKKSLGRNRLLPQGLAVYASPENKKLFEEEKLLRQEGKLEKIQTKAGEATVKFLKSCRLEVGMKNNVKWELNPEIVARHFFKNLGVVVAPHTLKLPEEPITRWGEYWCEVTVNGLDTVRVPMSVVNFEKPKTKRYKYWLAQQAAKAMAPTSPQI. Result: 0 (no interaction). (4) The miRNA is hsa-miR-4259 with sequence CAGUUGGGUCUAGGGGUCAGGA. The protein sequence of the target gene is MEATGTWALLLALALLLLLTLALSGTRARGHLPPGPTPLPLLGNLLQLRPGALYSGLMRLSKKYGPVFTIYLGPWRPVVVLVGQEAVREALGGQAEEFSGRGTVAMLEGTFDGHGVFFSNGERWRQLRKFTMLALRDLGMGKREGEELIQAEARCLVETFQGTEGRPFDPSLLLAQATSNVVCSLLFGLRFSYEDKEFQAVVRAAGGTLLGVSSQGGQTYEMFSWFLRPLPGPHKQLLHHVSTLAAFTVRQVQQHQGNLDASGPARDLVDAFLLKMAQEEQNPGTEFTNKNMLMTVIYLL.... Result: 0 (no interaction). (5) The miRNA is hsa-miR-4722-5p with sequence GGCAGGAGGGCUGUGCCAGGUUG. The protein sequence of the target gene is MGILSVDLLITLQILPVFFSNCLFLALYDSVILLKHVVLLLSRSKSTRGEWRRMLTSEGLRCVWKSFLLDAYKQVKLGEDAPNSSVVHVSSTEGGDNSGNGTQEKIAEGATCHLLDFASPERPLVVNFGSATUPPFTSQLPAFRKLVEEFSSVADFLLVYIDEAHPSDGWAIPGDSSLSFEVKKHQNQEDRCAAAQQLLERFSLPPQCRVVADRMDNNANIAYGVAFERVCIVQRQKIAYLGGKGPFSYNLQEVRHWLEKNFSKRUKKTRLAG. Result: 0 (no interaction). (6) The miRNA is hsa-miR-4756-5p with sequence CAGGGAGGCGCUCACUCUCUGCU. The protein sequence of the target gene is MAPSGSGGVRRRCRRVLYWIPVVFISLLLGWSYYAYAIQLCIVSMENIGEQVVCLMAYHLLFAMFVWSYWKTIFTLPMNPSKEFHLSYAEKELLEREPRGEAHQEVLRRAAKDLPIYTRTMSGAIRYCDRCQLIKPDRCHHCSVCDKCILKMDHHCPWVNNCVGFSNYKFFLLFLAYSLLYCLFIAATDLQYFIRFWTNGLPDTQAKFHIMFLFFAAAMFSVSLSSLFGYHCWLVSKNKSTLEAFRNPVFRHGTDKNGFSLGFSKNMRQVFGDEKKYWLLPVFSSQGDGCSFPTCLVNQD.... Result: 0 (no interaction).